Dataset: Full USPTO retrosynthesis dataset with 1.9M reactions from patents (1976-2016). Task: Predict the reactants needed to synthesize the given product. Given the product [O:8]=[C:9]1[CH:18]=[CH:17][C:12]([C:13]([O:15][CH3:16])=[O:14])=[CH:11][NH:10]1, predict the reactants needed to synthesize it. The reactants are: COC1C=CC(C[O:8][C:9]2[CH:18]=[CH:17][C:12]([C:13]([O:15][CH3:16])=[O:14])=[CH:11][N:10]=2)=CC=1.C1(OC)C=CC=CC=1.